From a dataset of Catalyst prediction with 721,799 reactions and 888 catalyst types from USPTO. Predict which catalyst facilitates the given reaction. (1) Reactant: [Br:1][CH2:2][C:3]([C:5]1[CH:10]=[CH:9][C:8]([OH:11])=[C:7]([O:12][CH3:13])[CH:6]=1)=O.[NH2:14][C:15]1[CH:20]=[CH:19][C:18]([I:21])=[CH:17][N:16]=1. Product: [BrH:1].[OH:11][C:8]1[CH:9]=[CH:10][C:5]([C:3]2[N:14]=[C:15]3[CH:20]=[CH:19][C:18]([I:21])=[CH:17][N:16]3[CH:2]=2)=[CH:6][C:7]=1[O:12][CH3:13]. The catalyst class is: 10. (2) Reactant: [NH2:1][C:2]1[N:33]=[CH:32][CH:31]=[CH:30][C:3]=1[C:4]([C:6]1[N:7]=[C:8]([N:16]2[CH2:22][CH2:21][CH2:20][N:19](C(OC(C)(C)C)=O)[CH2:18][CH2:17]2)[C:9]2[C:14]([CH:15]=1)=[CH:13][CH:12]=[CH:11][CH:10]=2)=[O:5].[ClH:34]. Product: [ClH:34].[ClH:34].[N:16]1([C:8]2[C:9]3[C:14](=[CH:13][CH:12]=[CH:11][CH:10]=3)[CH:15]=[C:6]([C:4]([C:3]3[C:2]([NH2:1])=[N:33][CH:32]=[CH:31][CH:30]=3)=[O:5])[N:7]=2)[CH2:22][CH2:21][CH2:20][NH:19][CH2:18][CH2:17]1. The catalyst class is: 12.